This data is from Full USPTO retrosynthesis dataset with 1.9M reactions from patents (1976-2016). The task is: Predict the reactants needed to synthesize the given product. (1) Given the product [N+:15]([C:10]1[CH:9]=[CH:8][C:7]([O:6][CH2:2][CH2:3][CH2:4][OH:5])=[CH:14][C:11]=1[CH:12]=[O:13])([O-:17])=[O:16], predict the reactants needed to synthesize it. The reactants are: Br[CH2:2][CH2:3][CH2:4][OH:5].[OH:6][C:7]1[CH:8]=[CH:9][C:10]([N+:15]([O-:17])=[O:16])=[C:11]([CH:14]=1)[CH:12]=[O:13].C([O-])([O-])=O.[K+].[K+].C(Cl)Cl. (2) Given the product [Cl:13][C:14]1[C:22]([Cl:23])=[C:21]2[C:17]([CH2:18][C:19]([CH3:25])([CH3:26])[C:20]2=[O:24])=[CH:16][C:15]=1[O:27][CH2:4][C:5]1[CH:6]=[C:7]([C:8]2[CH:7]=[CH:6][C:5]([C:4]([OH:3])=[O:12])=[CH:10][CH:9]=2)[CH:8]=[CH:9][CH:10]=1, predict the reactants needed to synthesize it. The reactants are: C([O:3][C:4](=[O:12])[C:5]1[CH:10]=[CH:9][C:8](I)=[CH:7][CH:6]=1)C.[Cl:13][C:14]1[C:22]([Cl:23])=[C:21]2[C:17]([CH2:18][C:19]([CH3:26])([CH3:25])[C:20]2=[O:24])=[CH:16][C:15]=1[OH:27]. (3) The reactants are: C([Li])CCC.Br[C:7]1[CH:8]=[CH:9][C:10]([O:13][CH3:14])=[N:11][CH:12]=1.[O:15]=[C:16]1[CH2:21][CH2:20][N:19]([C:22]([O:24][CH2:25][C:26]2[CH:31]=[CH:30][CH:29]=[CH:28][CH:27]=2)=[O:23])[CH2:18][CH2:17]1. Given the product [OH:15][C:16]1([C:7]2[CH:12]=[N:11][C:10]([O:13][CH3:14])=[CH:9][CH:8]=2)[CH2:17][CH2:18][N:19]([C:22]([O:24][CH2:25][C:26]2[CH:31]=[CH:30][CH:29]=[CH:28][CH:27]=2)=[O:23])[CH2:20][CH2:21]1, predict the reactants needed to synthesize it. (4) Given the product [CH2:1]([N:8]1[CH2:13][CH2:12][CH:11]([N:14]([CH:15]([CH3:17])[CH3:16])[C:29](=[O:30])[CH2:28][Cl:27])[CH2:10][CH2:9]1)[C:2]1[CH:3]=[CH:4][CH:5]=[CH:6][CH:7]=1, predict the reactants needed to synthesize it. The reactants are: [CH2:1]([N:8]1[CH2:13][CH2:12][CH:11]([NH:14][CH:15]([CH3:17])[CH3:16])[CH2:10][CH2:9]1)[C:2]1[CH:7]=[CH:6][CH:5]=[CH:4][CH:3]=1.CCN(C(C)C)C(C)C.[Cl:27][CH2:28][C:29](Cl)=[O:30].